This data is from Reaction yield outcomes from USPTO patents with 853,638 reactions. The task is: Predict the reaction yield, written as a fraction of the theoretical maximum amount of product (1.0 means a 100% yield; for example, 0.34 means a 34% yield). (1) The reactants are Cl.O1CCOCC1.[NH2:8][N:9]1[C:14](=[O:15])[C:13]2[CH2:16][N:17](C(OC(C)(C)C)=O)[CH2:18][CH2:19][C:12]=2[N:11]=[C:10]1[CH2:27][CH2:28][CH2:29][CH2:30][N:31]1[CH2:36][CH2:35][N:34]([C:37]2[CH:46]=[CH:45][C:44]3[C:39](=[CH:40][CH:41]=[CH:42][CH:43]=3)[N:38]=2)[CH2:33][CH2:32]1.C(=O)([O-])O.[Na+]. No catalyst specified. The product is [NH2:8][N:9]1[C:14](=[O:15])[C:13]2[CH2:16][NH:17][CH2:18][CH2:19][C:12]=2[N:11]=[C:10]1[CH2:27][CH2:28][CH2:29][CH2:30][N:31]1[CH2:32][CH2:33][N:34]([C:37]2[CH:46]=[CH:45][C:44]3[C:39](=[CH:40][CH:41]=[CH:42][CH:43]=3)[N:38]=2)[CH2:35][CH2:36]1. The yield is 0.900. (2) The reactants are [OH:1][C@H:2]([CH3:6])[C:3](N)=O.F[B-](F)(F)F.C([O+](CC)CC)C.C([O:22][CH2:23][CH:24]1[CH2:29][CH2:28][C@H:27]([NH:30][C:31]2[C:36]([NH2:37])=[CH:35][N:34]=[C:33]3[CH:38]=[CH:39][S:40][C:32]=23)[CH2:26][O:25]1)(=O)C.[OH-].[Li+]. The catalyst is C1COCC1.C(O)C.O.CO. The product is [OH:22][CH2:23][CH:24]1[O:25][CH2:26][C@@H:27]([N:30]2[C:31]3=[C:32]4[S:40][CH:39]=[CH:38][C:33]4=[N:34][CH:35]=[C:36]3[N:37]=[C:3]2[C@H:2]([OH:1])[CH3:6])[CH2:28][CH2:29]1. The yield is 0.630. (3) The reactants are [C:1]([C:4]1[N:5]=[C:6]([N:9]2[CH2:13][CH2:12][C@H:11](OS(C)(=O)=O)[CH2:10]2)[S:7][CH:8]=1)(=[O:3])[NH2:2].[C:19]([O-:22])(=[S:21])[CH3:20].[K+]. The catalyst is C(#N)C. The product is [C:19]([S:21][C@@H:11]1[CH2:12][CH2:13][N:9]([C:6]2[S:7][CH:8]=[C:4]([C:1](=[O:3])[NH2:2])[N:5]=2)[CH2:10]1)(=[O:22])[CH3:20]. The yield is 0.900. (4) The reactants are Br[C:2]1[C:10]2[C:6](=[CH:7][N:8]([CH3:11])[N:9]=2)[CH:5]=[CH:4][CH:3]=1.[CH3:12][O:13][C:14]1[CH:19]=[CH:18][C:17](B(O)O)=[C:16]([CH3:23])[CH:15]=1.C(=O)([O-])[O-].[Na+].[Na+]. The catalyst is COCCOC.O.CCOC(C)=O.C1C=CC([P]([Pd]([P](C2C=CC=CC=2)(C2C=CC=CC=2)C2C=CC=CC=2)([P](C2C=CC=CC=2)(C2C=CC=CC=2)C2C=CC=CC=2)[P](C2C=CC=CC=2)(C2C=CC=CC=2)C2C=CC=CC=2)(C2C=CC=CC=2)C2C=CC=CC=2)=CC=1. The product is [CH3:12][O:13][C:14]1[CH:19]=[CH:18][C:17]([C:2]2[C:10]3[C:6](=[CH:7][N:8]([CH3:11])[N:9]=3)[CH:5]=[CH:4][CH:3]=2)=[C:16]([CH3:23])[CH:15]=1. The yield is 0.910. (5) The reactants are [O:1]1[C:5]2[CH:6]=[CH:7][C:8]([C:10]3([OH:29])[C:18]4[C:13](=[CH:14][CH:15]=[C:16](Br)[CH:17]=4)[N:12]([CH2:20][C:21]4[CH:26]=[CH:25][C:24]([Cl:27])=[CH:23][CH:22]=4)[C:11]3=[O:28])=[CH:9][C:4]=2[O:3][CH2:2]1.[C:30]1(B(O)O)[CH:35]=[CH:34][CH:33]=[CH:32][CH:31]=1.[C:39]([O-])([O-:41])=[O:40].[Na+].[Na+]. The catalyst is O1CCOCC1.C(O)C.C1C=CC([P]([Pd]([P](C2C=CC=CC=2)(C2C=CC=CC=2)C2C=CC=CC=2)([P](C2C=CC=CC=2)(C2C=CC=CC=2)C2C=CC=CC=2)[P](C2C=CC=CC=2)(C2C=CC=CC=2)C2C=CC=CC=2)(C2C=CC=CC=2)C2C=CC=CC=2)=CC=1. The product is [O:1]1[C:5]2[CH:6]=[CH:7][C:8]([C:10]3([OH:29])[C:18]4[C:13](=[CH:14][CH:15]=[C:16]([C:32]5[CH:33]=[CH:34][C:35]6[O:40][CH2:39][O:41][C:30]=6[CH:31]=5)[CH:17]=4)[N:12]([CH2:20][C:21]4[CH:26]=[CH:25][C:24]([Cl:27])=[CH:23][CH:22]=4)[C:11]3=[O:28])=[CH:9][C:4]=2[O:3][CH2:2]1. The yield is 0.690. (6) The reactants are [C:1]1([C:25]2[CH:30]=[CH:29][CH:28]=[CH:27][CH:26]=2)[CH:6]=[CH:5][C:4]([C:7]([NH:9][CH2:10][C:11]2[CH:12]=[C:13]([NH:17]C(=O)OC(C)(C)C)[CH:14]=[CH:15][CH:16]=2)=[O:8])=[CH:3][CH:2]=1.FC(F)(F)C(O)=O.O. The catalyst is C(Cl)Cl. The product is [NH2:17][C:13]1[CH:12]=[C:11]([CH:16]=[CH:15][CH:14]=1)[CH2:10][NH:9][C:7]([C:4]1[CH:5]=[CH:6][C:1]([C:25]2[CH:30]=[CH:29][CH:28]=[CH:27][CH:26]=2)=[CH:2][CH:3]=1)=[O:8]. The yield is 0.990. (7) The reactants are [F:1][C:2]1[CH:32]=[CH:31][C:5]([CH2:6][NH:7][C:8]([C:10]2[N:11]=[C:12]3[N:17]([C:18](=[O:28])[C:19]=2[O:20][CH2:21][C:22]2[CH:27]=[CH:26][CH:25]=[CH:24][CH:23]=2)[CH2:16][CH2:15][O:14][C:13]3([CH3:30])[CH3:29])=[O:9])=[C:4](I)[CH:3]=1.[C:34]1(B(O)O)[CH:39]=[CH:38][CH:37]=[CH:36][CH:35]=1.C(=O)([O-])[O-].[Na+].[Na+]. The catalyst is C(#N)C.O.C1C=CC([P]([Pd]([P](C2C=CC=CC=2)(C2C=CC=CC=2)C2C=CC=CC=2)([P](C2C=CC=CC=2)(C2C=CC=CC=2)C2C=CC=CC=2)[P](C2C=CC=CC=2)(C2C=CC=CC=2)C2C=CC=CC=2)(C2C=CC=CC=2)C2C=CC=CC=2)=CC=1. The product is [F:1][C:2]1[CH:32]=[CH:31][C:5]([CH2:6][NH:7][C:8]([C:10]2[N:11]=[C:12]3[N:17]([C:18](=[O:28])[C:19]=2[O:20][CH2:21][C:22]2[CH:27]=[CH:26][CH:25]=[CH:24][CH:23]=2)[CH2:16][CH2:15][O:14][C:13]3([CH3:30])[CH3:29])=[O:9])=[C:4]([C:34]2[CH:39]=[CH:38][CH:37]=[CH:36][CH:35]=2)[CH:3]=1. The yield is 0.910.